Dataset: Full USPTO retrosynthesis dataset with 1.9M reactions from patents (1976-2016). Task: Predict the reactants needed to synthesize the given product. (1) Given the product [OH:29][C:25]1([C:2]2[N:3]=[CH:4][N:5]([S:7]([N:10]([CH3:12])[CH3:11])(=[O:9])=[O:8])[CH:6]=2)[C:26]2[C:21](=[C:20]([N+:30]([O-:32])=[O:31])[C:19]([O:18][CH3:17])=[CH:28][CH:27]=2)[CH2:22][CH2:23][CH2:24]1, predict the reactants needed to synthesize it. The reactants are: I[C:2]1[N:3]=[CH:4][N:5]([S:7]([N:10]([CH3:12])[CH3:11])(=[O:9])=[O:8])[CH:6]=1.C([Mg]Br)C.[CH3:17][O:18][C:19]1[C:20]([N+:30]([O-:32])=[O:31])=[C:21]2[C:26](=[CH:27][CH:28]=1)[C:25](=[O:29])[CH2:24][CH2:23][CH2:22]2.[Cl-].[NH4+]. (2) The reactants are: I[C:2]1[CH:3]=[C:4]([N:8]2[C:16]3[C:11](=[CH:12][CH:13]=[CH:14][CH:15]=3)[C:10]([C:17]([O:19][CH3:20])=[O:18])=[N:9]2)[CH:5]=[CH:6][CH:7]=1.[O:21]1[CH:25]=[CH:24][N:23]=[C:22]1[C:26]([OH:30])([C:28]#[CH:29])[CH3:27]. Given the product [OH:30][C:26]([C:22]1[O:21][CH:25]=[CH:24][N:23]=1)([CH3:27])[C:28]#[C:29][C:2]1[CH:3]=[C:4]([N:8]2[C:16]3[C:11](=[CH:12][CH:13]=[CH:14][CH:15]=3)[C:10]([C:17]([O:19][CH3:20])=[O:18])=[N:9]2)[CH:5]=[CH:6][CH:7]=1, predict the reactants needed to synthesize it. (3) Given the product [CH3:1][O:2][C:3]1[CH:8]=[CH:7][C:6]([S:9]([N:12]([C@@H:20]([CH2:25][CH3:26])[C:21]([OH:23])=[O:22])[CH2:13][C:14]2[CH:15]=[N:16][CH:17]=[CH:18][CH:19]=2)(=[O:11])=[O:10])=[CH:5][CH:4]=1, predict the reactants needed to synthesize it. The reactants are: [CH3:1][O:2][C:3]1[CH:8]=[CH:7][C:6]([S:9]([N:12]([C@@H:20]([CH2:25][CH3:26])[C:21]([O:23]C)=[O:22])[CH2:13][C:14]2[CH:15]=[N:16][CH:17]=[CH:18][CH:19]=2)(=[O:11])=[O:10])=[CH:5][CH:4]=1.[OH-].[Li+]. (4) Given the product [CH:34]1([N:15]([C:16]2[CH:21]=[CH:20][CH:19]=[C:18]([C:22](=[O:26])[N:23]([CH3:24])[CH3:25])[CH:17]=2)[C:13](=[O:14])[N:12]([CH3:63])[C:10]2[S:11][C:7]([S:6][CH2:5][C:4]([OH:3])=[O:33])=[CH:8][N:9]=2)[CH2:38][CH2:37][CH2:36][CH2:35]1, predict the reactants needed to synthesize it. The reactants are: C([O:3][C:4](=[O:33])[CH2:5][S:6][C:7]1[S:11][C:10]([NH:12][C:13]([N:15](CC2CCCC2)[C:16]2[CH:21]=[CH:20][CH:19]=[C:18]([C:22](=[O:26])[N:23]([CH3:25])[CH3:24])[CH:17]=2)=[O:14])=[N:9][CH:8]=1)C.[CH:34]1(CN(C2C=CC(S(C)(=O)=O)=CC=2)C(=O)NC2SC=C(CC(O)=O)N=2)[CH2:38][CH2:37][CH2:36][CH2:35]1.[CH:63]1(CNC2C=C(C=CC=2)C(N(C)C)=O)CCCC1.C(OC(=O)CSC1SC(N)=NC=1)C. (5) Given the product [CH3:1][O:2][C:3]1[N:8]=[CH:7][C:6]([C:9]2([CH2:15][CH2:16][OH:17])[CH2:13][CH2:12][NH:11][CH2:10]2)=[CH:5][CH:4]=1, predict the reactants needed to synthesize it. The reactants are: [CH3:1][O:2][C:3]1[N:8]=[CH:7][C:6]([C:9]2([CH2:15][C:16](OCC)=[O:17])[CH2:13][C:12](=O)[NH:11][CH2:10]2)=[CH:5][CH:4]=1.[H-].[Al+3].[Li+].[H-].[H-].[H-].S([O-])([O-])(=O)=O.[Na+].[Na+]. (6) Given the product [F:15][C:16]1[CH:17]=[C:18]([C:2]2[S:1][C:5]3[CH:6]=[CH:7][CH:8]=[CH:9][C:4]=3[C:3]=2[CH:10]=[O:11])[CH:19]=[CH:20][CH:21]=1, predict the reactants needed to synthesize it. The reactants are: [S:1]1[C:5]2[CH:6]=[CH:7][CH:8]=[CH:9][C:4]=2[C:3]([CH:10]=[O:11])=[CH:2]1.[Mg+2].[Cl-].[Cl-].[F:15][C:16]1[CH:21]=[CH:20][CH:19]=[C:18](I)[CH:17]=1.